This data is from Forward reaction prediction with 1.9M reactions from USPTO patents (1976-2016). The task is: Predict the product of the given reaction. (1) Given the reactants [CH3:1][C:2]([O:5][C:6]([NH:8][CH2:9][C:10]([OH:12])=O)=[O:7])([CH3:4])[CH3:3].C1C=CC2N(O)N=NC=2C=1.C(Cl)CCl.C(N1CCOCC1)C.[CH3:35][CH:36]([NH:38][C:39]1[CH:46]=[CH:45][C:44]([C:47]2[O:51][N:50]=[C:49]([C:52]3[CH:62]=[CH:61][C:55]4[CH2:56][CH2:57][NH:58][CH2:59][CH2:60][C:54]=4[CH:53]=3)[N:48]=2)=[CH:43][C:40]=1[C:41]#[N:42])[CH3:37], predict the reaction product. The product is: [C:41]([C:40]1[CH:43]=[C:44]([C:47]2[O:51][N:50]=[C:49]([C:52]3[CH:62]=[CH:61][C:55]4[CH2:56][CH2:57][N:58]([C:10](=[O:12])[CH2:9][NH:8][C:6](=[O:7])[O:5][C:2]([CH3:1])([CH3:3])[CH3:4])[CH2:59][CH2:60][C:54]=4[CH:53]=3)[N:48]=2)[CH:45]=[CH:46][C:39]=1[NH:38][CH:36]([CH3:37])[CH3:35])#[N:42]. (2) Given the reactants Br[CH2:2][C:3]1[C:12]2[C:7](=[CH:8][CH:9]=[CH:10][CH:11]=2)[N:6]=[C:5]([Cl:13])[CH:4]=1.C(=O)([O-])[O-].[K+].[K+].[I-].[Na+].Cl.[F:23][C:24]1([F:29])[CH2:28][CH2:27][NH:26][CH2:25]1, predict the reaction product. The product is: [Cl:13][C:5]1[CH:4]=[C:3]([CH2:2][N:26]2[CH2:27][CH2:28][C:24]([F:29])([F:23])[CH2:25]2)[C:12]2[C:7](=[CH:8][CH:9]=[CH:10][CH:11]=2)[N:6]=1.